Predict the reactants needed to synthesize the given product. From a dataset of Full USPTO retrosynthesis dataset with 1.9M reactions from patents (1976-2016). Given the product [NH4+:1].[OH-:26].[Cl:20][C:13]1[CH:12]=[C:11]2[C:16]([C:17]([C:18]#[N:19])=[C:9]([C:5]3[CH:4]=[C:3]([CH2:2][NH:1][C:25]([NH:24][CH2:22][CH3:23])=[O:26])[CH:8]=[N:7][CH:6]=3)[N:10]2[CH3:21])=[CH:15][CH:14]=1, predict the reactants needed to synthesize it. The reactants are: [NH2:1][CH2:2][C:3]1[CH:4]=[C:5]([C:9]2[N:10]([CH3:21])[C:11]3[C:16]([C:17]=2[C:18]#[N:19])=[CH:15][CH:14]=[C:13]([Cl:20])[CH:12]=3)[CH:6]=[N:7][CH:8]=1.[CH2:22]([N:24]=[C:25]=[O:26])[CH3:23].